Dataset: Reaction yield outcomes from USPTO patents with 853,638 reactions. Task: Predict the reaction yield, written as a fraction of the theoretical maximum amount of product (1.0 means a 100% yield; for example, 0.34 means a 34% yield). (1) The reactants are [NH2:1][C:2]1[N:6]([CH:7]2[CH2:12][CH2:11][O:10][CH2:9][CH2:8]2)[N:5]=[CH:4][C:3]=1[C:13]#[N:14].[OH:15]O.N. The catalyst is C(O)C. The product is [NH2:1][C:2]1[N:6]([CH:7]2[CH2:8][CH2:9][O:10][CH2:11][CH2:12]2)[N:5]=[CH:4][C:3]=1[C:13]([NH2:14])=[O:15]. The yield is 0.650. (2) The reactants are CON(C)[C:4]([C:6]1[S:10][CH:9]2[CH:11]=[CH:12][S:13][CH:8]2[CH:7]=1)=[O:5].[CH3:15][Mg]Br. The catalyst is C1COCC1. The yield is 0.800. The product is [S:10]1[C:6]([C:4](=[O:5])[CH3:15])=[CH:7][CH:8]2[S:13][CH:12]=[CH:11][CH:9]12. (3) The reactants are Cl.[CH3:2][O:3][C:4](=[O:7])[CH2:5][NH2:6].[CH2:8]=[C:9]1[O:13][C:11](=[O:12])[CH2:10]1.C([O-])(O)=O.[Na+]. The catalyst is C1(C)C=CC=CC=1. The product is [O:13]=[C:9]([CH3:8])[CH2:10][C:11]([NH:6][CH2:5][C:4]([O:3][CH3:2])=[O:7])=[O:12]. The yield is 0.810.